Dataset: TCR-epitope binding with 47,182 pairs between 192 epitopes and 23,139 TCRs. Task: Binary Classification. Given a T-cell receptor sequence (or CDR3 region) and an epitope sequence, predict whether binding occurs between them. (1) The epitope is VTIAEILLI. The TCR CDR3 sequence is CSAPFYNEQFF. Result: 0 (the TCR does not bind to the epitope). (2) Result: 1 (the TCR binds to the epitope). The epitope is LLQTGIHVRVSQPSL. The TCR CDR3 sequence is CASSPRDSQTLHF. (3) The epitope is RQLLFVVEV. The TCR CDR3 sequence is CASSQEGGFTDTQYF. Result: 0 (the TCR does not bind to the epitope). (4) The epitope is HSKKKCDEL. The TCR CDR3 sequence is CAIRTGGDEQFF. Result: 1 (the TCR binds to the epitope). (5) The epitope is KPLEFGATSAAL. The TCR CDR3 sequence is CASSPPGLANEQFF. Result: 1 (the TCR binds to the epitope). (6) The epitope is FLASKIGRLV. The TCR CDR3 sequence is CASSGRGTEAFF. Result: 0 (the TCR does not bind to the epitope). (7) The epitope is TPRVTGGGAM. The TCR CDR3 sequence is CSVVQTSSALYNEQFF. Result: 0 (the TCR does not bind to the epitope). (8) The epitope is LVLSVNPYV. The TCR CDR3 sequence is CAWSGLSGSYNEQFF. Result: 0 (the TCR does not bind to the epitope).